Dataset: NCI-60 drug combinations with 297,098 pairs across 59 cell lines. Task: Regression. Given two drug SMILES strings and cell line genomic features, predict the synergy score measuring deviation from expected non-interaction effect. Drug 1: CC1=C2C(C(=O)C3(C(CC4C(C3C(C(C2(C)C)(CC1OC(=O)C(C(C5=CC=CC=C5)NC(=O)C6=CC=CC=C6)O)O)OC(=O)C7=CC=CC=C7)(CO4)OC(=O)C)O)C)OC(=O)C. Drug 2: CC(C)CN1C=NC2=C1C3=CC=CC=C3N=C2N. Cell line: HT29. Synergy scores: CSS=27.5, Synergy_ZIP=0.383, Synergy_Bliss=-4.53, Synergy_Loewe=-5.58, Synergy_HSA=-3.91.